From a dataset of Full USPTO retrosynthesis dataset with 1.9M reactions from patents (1976-2016). Predict the reactants needed to synthesize the given product. (1) Given the product [CH2:40]([O:39][C:35](=[O:38])[CH2:36][CH2:37][N:23]1[CH2:24][CH2:25][CH2:26][N:20]([C:18](=[O:19])[C:14]2[CH:15]=[CH:16][CH:17]=[C:12]([C@@H:11]([N:7]3[CH2:8][C@@H:9]([CH3:10])[N:4]([CH2:1][CH:2]=[CH2:3])[CH2:5][C@@H:6]3[CH3:34])[C:27]3[CH:32]=[CH:31][CH:30]=[C:29]([OH:33])[CH:28]=3)[CH:13]=2)[CH2:21][CH2:22]1)[CH3:41], predict the reactants needed to synthesize it. The reactants are: [CH2:1]([N:4]1[C@H:9]([CH3:10])[CH2:8][N:7]([C@@H:11]([C:27]2[CH:32]=[CH:31][CH:30]=[C:29]([OH:33])[CH:28]=2)[C:12]2[CH:13]=[C:14]([C:18]([N:20]3[CH2:26][CH2:25][CH2:24][NH:23][CH2:22][CH2:21]3)=[O:19])[CH:15]=[CH:16][CH:17]=2)[C@@H:6]([CH3:34])[CH2:5]1)[CH:2]=[CH2:3].[C:35]([O:39][CH2:40][CH3:41])(=[O:38])[CH:36]=[CH2:37]. (2) Given the product [CH2:7]([O:14][C:15]([N:17]1[CH2:21][CH2:20][CH2:19][CH:18]1[C:22]1[CH:23]=[C:24]([CH3:25])[N:3]=[C:4]([NH2:6])[N:5]=1)=[O:16])[C:8]1[CH:9]=[CH:10][CH:11]=[CH:12][CH:13]=1, predict the reactants needed to synthesize it. The reactants are: [Na].Cl.[NH2:3][C:4]([NH2:6])=[NH:5].[CH2:7]([O:14][C:15]([N:17]1[CH2:21][CH2:20][CH2:19][CH:18]1[C:22](=O)[CH2:23][C:24](=O)[CH3:25])=[O:16])[C:8]1[CH:13]=[CH:12][CH:11]=[CH:10][CH:9]=1. (3) Given the product [F:37][C:38]1[CH:43]=[CH:42][CH:41]=[CH:40][C:39]=1[C@H:44]([N:46]([CH2:47][C:48]1[CH:49]=[CH:50][C:51]([C:52]([O:54][CH3:55])=[O:53])=[CH:56][CH:57]=1)[C:13]([C@H:12]1[N:8]([C:6]([O:5][C:1]([CH3:2])([CH3:3])[CH3:4])=[O:7])[CH2:9][Si:10]([CH3:17])([CH3:16])[CH2:11]1)=[O:15])[CH3:45], predict the reactants needed to synthesize it. The reactants are: [C:1]([O:5][C:6]([N:8]1[C@H:12]([C:13]([OH:15])=O)[CH2:11][Si:10]([CH3:17])([CH3:16])[CH2:9]1)=[O:7])([CH3:4])([CH3:3])[CH3:2].O.[Cl-].COC1N=C(OC)N=C([N+]2(C)CCOCC2)N=1.[F:37][C:38]1[CH:43]=[CH:42][CH:41]=[CH:40][C:39]=1[C@H:44]([NH:46][CH2:47][C:48]1[CH:57]=[CH:56][C:51]([C:52]([O:54][CH3:55])=[O:53])=[CH:50][CH:49]=1)[CH3:45].CCN(C(C)C)C(C)C. (4) Given the product [Cl:22][C:17]1[CH:16]=[C:15]([CH2:1][C:2]([C:4]2[CH:9]=[C:8]([O:10][CH3:11])[CH:7]=[CH:6][C:5]=2[O:12][CH3:13])=[O:3])[CH:20]=[CH:19][C:18]=1[F:21], predict the reactants needed to synthesize it. The reactants are: [CH3:1][C:2]([C:4]1[CH:9]=[C:8]([O:10][CH3:11])[CH:7]=[CH:6][C:5]=1[O:12][CH3:13])=[O:3].Br[C:15]1[CH:20]=[CH:19][C:18]([F:21])=[C:17]([Cl:22])[CH:16]=1.C1(P(C2C=CC=CC=2)C2C=CC3C(=CC=CC=3)C=2C2C3C(=CC=CC=3)C=CC=2P(C2C=CC=CC=2)C2C=CC=CC=2)C=CC=CC=1.CC(C)([O-])C.[Na+]. (5) Given the product [Cl:20][C:21]1[CH:26]=[CH:25][C:24]([C:27]2[C:32]([C:33]([NH:10][CH2:9][C:6]3[CH:7]=[CH:8][C:3]([O:2][CH3:1])=[CH:4][CH:5]=3)=[O:34])=[C:31]([CH3:36])[N:30]=[CH:29][CH:28]=2)=[C:23]([F:37])[C:22]=1[O:38][CH3:39], predict the reactants needed to synthesize it. The reactants are: [CH3:1][O:2][C:3]1[CH:8]=[CH:7][C:6]([CH2:9][NH2:10])=[CH:5][CH:4]=1.CCN(C(C)C)C(C)C.[Cl:20][C:21]1[CH:26]=[CH:25][C:24]([C:27]2[C:32]([C:33](Cl)=[O:34])=[C:31]([CH3:36])[N:30]=[CH:29][CH:28]=2)=[C:23]([F:37])[C:22]=1[O:38][CH3:39]. (6) The reactants are: [C:1]1([NH:7][NH2:8])[CH:6]=[CH:5][CH:4]=[CH:3][CH:2]=1.[C:9]([C:17]1[C:25]2[C:20](=[CH:21][CH:22]=[CH:23][CH:24]=2)[N:19](C)[C:18]=1[C:27](OCC)=[O:28])(=O)[C:10]1[CH:15]=[CH:14][CH:13]=[CH:12][CH:11]=1. Given the product [C:10]1([C:9]2[C:17]3[C:25]4[CH:24]=[CH:23][CH:22]=[CH:21][C:20]=4[NH:19][C:18]=3[C:27](=[O:28])[N:7]([C:1]3[CH:6]=[CH:5][CH:4]=[CH:3][CH:2]=3)[N:8]=2)[CH:15]=[CH:14][CH:13]=[CH:12][CH:11]=1, predict the reactants needed to synthesize it. (7) The reactants are: Cl.[NH2:2][C@@H:3]([CH:15]([CH3:17])[CH3:16])[CH2:4][NH:5][C:6](=[O:14])[C:7]1[CH:12]=[CH:11][C:10]([Cl:13])=[CH:9][CH:8]=1.[CH3:18][CH:19]([CH3:32])[C@H:20]([NH:24][C:25]([O:27][CH2:28][CH:29]([CH3:31])[CH3:30])=[O:26])[C:21](O)=[O:22].ON1C(=O)CCC1=O.C1(N=C=NC2CCCCC2)CCCCC1.C(N(CC)CC)C. Given the product [Cl:13][C:10]1[CH:11]=[CH:12][C:7]([C:6]([NH:5][CH2:4][C@@H:3]([NH:2][C:21](=[O:22])[C@@H:20]([NH:24][C:25]([O:27][CH2:28][CH:29]([CH3:31])[CH3:30])=[O:26])[CH:19]([CH3:32])[CH3:18])[CH:15]([CH3:17])[CH3:16])=[O:14])=[CH:8][CH:9]=1, predict the reactants needed to synthesize it. (8) Given the product [NH3:11].[CH3:7][O:8][C@H:9]1[CH2:13][CH2:12][N:11]([CH2:14][CH2:15][CH2:16][O:17][C:18]2[CH:19]=[CH:20][C:21]([C:24]3([CH2:30][NH2:31])[CH2:29][CH2:28][CH2:27][CH2:26][CH2:25]3)=[CH:22][CH:23]=2)[CH2:10]1, predict the reactants needed to synthesize it. The reactants are: [H-].[H-].[H-].[H-].[Li+].[Al+3].[CH3:7][O:8][C@H:9]1[CH2:13][CH2:12][N:11]([CH2:14][CH2:15][CH2:16][O:17][C:18]2[CH:23]=[CH:22][C:21]([C:24]3([C:30]#[N:31])[CH2:29][CH2:28][CH2:27][CH2:26][CH2:25]3)=[CH:20][CH:19]=2)[CH2:10]1.O.[OH-].[Na+]. (9) Given the product [CH3:17][C:18]1[CH:23]=[CH:22][C:21]([C:2]2[CH:7]=[CH:6][N:5]3[C:8](=[O:15])[N:9]([CH2:11][CH:12]([CH3:14])[CH3:13])[N:10]=[C:4]3[C:3]=2[C:21]2[CH:22]=[CH:23][C:18]([CH3:17])=[CH:19][CH:20]=2)=[CH:20][CH:19]=1, predict the reactants needed to synthesize it. The reactants are: Br[C:2]1[CH:7]=[CH:6][N:5]2[C:8](=[O:15])[N:9]([CH2:11][CH:12]([CH3:14])[CH3:13])[N:10]=[C:4]2[C:3]=1I.[CH3:17][C:18]1[CH:23]=[CH:22][C:21](B(O)O)=[CH:20][CH:19]=1.C([O-])([O-])=O.[K+].[K+].